This data is from Forward reaction prediction with 1.9M reactions from USPTO patents (1976-2016). The task is: Predict the product of the given reaction. (1) Given the reactants [CH3:1][O:2][C:3]1[CH:4]=[C:5]([CH:11]=[CH:12][C:13]=1[O:14][CH2:15][C:16]1[N:17]=[C:18]([C:22]2[CH:27]=[CH:26][CH:25]=[CH:24][CH:23]=2)[O:19][C:20]=1[CH3:21])[C:6]([O:8]CC)=[O:7].[OH-].[Na+].O1CCCC1.Cl, predict the reaction product. The product is: [CH3:1][O:2][C:3]1[CH:4]=[C:5]([CH:11]=[CH:12][C:13]=1[O:14][CH2:15][C:16]1[N:17]=[C:18]([C:22]2[CH:27]=[CH:26][CH:25]=[CH:24][CH:23]=2)[O:19][C:20]=1[CH3:21])[C:6]([OH:8])=[O:7]. (2) Given the reactants [CH2:1]1[O:3][CH:2]1[CH2:4][OH:5].[CH3:6][O:7][C:8]1[C:13]2[N:14]([OH:24])[C:15]3[C:21](=[N+:22]([O-:23])[C:12]=2[CH:11]=[CH:10][CH:9]=1)C(=O)[CH:18]=[CH:17][CH:16]=3.[C:25]([O-])([O-])=[O:26].[K+].[K+].C1OCCOCCOCCOCCOCCOC1, predict the reaction product. The product is: [OH:5][CH:4]([CH2:25][OH:26])[CH2:2][O:3][C:1]1[C:21]2[C:15](=[N+:14]([O-:24])[C:13]3[C:12]([N+:22]=2[O-:23])=[CH:11][CH:10]=[CH:9][C:8]=3[O:7][CH3:6])[CH:16]=[CH:17][CH:18]=1.